From a dataset of NCI-60 drug combinations with 297,098 pairs across 59 cell lines. Regression. Given two drug SMILES strings and cell line genomic features, predict the synergy score measuring deviation from expected non-interaction effect. Drug 1: CC1=CC2C(CCC3(C2CCC3(C(=O)C)OC(=O)C)C)C4(C1=CC(=O)CC4)C. Drug 2: CC1=C(C=C(C=C1)NC(=O)C2=CC=C(C=C2)CN3CCN(CC3)C)NC4=NC=CC(=N4)C5=CN=CC=C5. Cell line: HCT-15. Synergy scores: CSS=7.23, Synergy_ZIP=0.300, Synergy_Bliss=8.26, Synergy_Loewe=5.53, Synergy_HSA=6.22.